From a dataset of Full USPTO retrosynthesis dataset with 1.9M reactions from patents (1976-2016). Predict the reactants needed to synthesize the given product. (1) Given the product [Br:12][C:13]1[CH:21]=[CH:20][C:16]([C:17]([NH:11][C:7]2[CH:6]=[C:5]([O:4][CH:1]([CH3:3])[CH3:2])[CH:10]=[CH:9][N:8]=2)=[O:18])=[CH:15][CH:14]=1, predict the reactants needed to synthesize it. The reactants are: [CH:1]([O:4][C:5]1[CH:10]=[CH:9][N:8]=[C:7]([NH2:11])[CH:6]=1)([CH3:3])[CH3:2].[Br:12][C:13]1[CH:21]=[CH:20][C:16]([C:17](Cl)=[O:18])=[CH:15][CH:14]=1. (2) The reactants are: [Cl:1][C:2]1[C:3]([C:13]([O:15][CH3:16])=[O:14])=[N:4][CH:5]=[C:6]([O:11][CH3:12])[C:7]=1[N+:8]([O-:10])=[O:9].P(Cl)(Cl)[Cl:18]. Given the product [Cl:1][C:2]1[C:3]([C:13]([O:15][CH3:16])=[O:14])=[N:4][C:5]([Cl:18])=[C:6]([O:11][CH3:12])[C:7]=1[N+:8]([O-:10])=[O:9], predict the reactants needed to synthesize it. (3) Given the product [CH2:1]([O:8][C:9]1[CH:10]=[C:11]([NH2:16])[CH:12]=[C:13]([Br:15])[CH:14]=1)[C:2]1[CH:3]=[CH:4][CH:5]=[CH:6][CH:7]=1, predict the reactants needed to synthesize it. The reactants are: [CH2:1]([O:8][C:9]1[CH:10]=[C:11]([N+:16]([O-])=O)[CH:12]=[C:13]([Br:15])[CH:14]=1)[C:2]1[CH:7]=[CH:6][CH:5]=[CH:4][CH:3]=1.O.O.Cl[Sn]Cl.C([O-])(O)=O.[Na+]. (4) Given the product [F:31][C:32]1[CH:33]=[C:34]([S:39]([N:11]2[C:7]([C:2]3[CH:3]=[CH:4][CH:5]=[CH:6][N:1]=3)=[CH:8][C:9]([CH:12]=[O:13])=[CH:10]2)(=[O:40])=[O:41])[CH:35]=[CH:36][C:37]=1[F:38], predict the reactants needed to synthesize it. The reactants are: [N:1]1[CH:6]=[CH:5][CH:4]=[CH:3][C:2]=1[C:7]1[NH:11][CH:10]=[C:9]([CH:12]=[O:13])[CH:8]=1.[H-].[Na+].C1OCCOCCOCCOCCOC1.[F:31][C:32]1[CH:33]=[C:34]([S:39](Cl)(=[O:41])=[O:40])[CH:35]=[CH:36][C:37]=1[F:38]. (5) Given the product [CH3:1][O:2][C:3]1[CH:4]=[CH:5][C:6]([CH2:7][O:8][C:9]([CH:11]2[CH:14]([CH2:15][CH:16]=[CH2:17])[C:13](=[O:18])[N:12]2[C:22]2[CH:23]=[CH:24][CH:25]=[CH:26][N:21]=2)=[O:10])=[CH:19][CH:20]=1, predict the reactants needed to synthesize it. The reactants are: [CH3:1][O:2][C:3]1[CH:20]=[CH:19][C:6]([CH2:7][O:8][C:9]([C@@H:11]2[C@@H:14]([CH2:15][CH:16]=[CH2:17])[C:13](=[O:18])[NH:12]2)=[O:10])=[CH:5][CH:4]=1.[N:21]1[CH:26]=[CH:25][CH:24]=[CH:23][C:22]=1B(O)O.C(N(CC)CC)C.